Dataset: Full USPTO retrosynthesis dataset with 1.9M reactions from patents (1976-2016). Task: Predict the reactants needed to synthesize the given product. (1) Given the product [Cl:1][C:2]1[CH:3]=[C:4]([NH:9][C:10]2[C:11]3[C:18](=[CH:37][C:23]4[NH:24][C:25]([CH3:36])=[C:26]([CH2:27][CH2:28][CH2:29][N:30]5[CH2:31][CH2:32][O:33][CH2:34][CH2:35]5)[C:22]=4[CH3:21])[C:17](=[O:19])[N:16]([CH3:20])[C:12]=3[N:13]=[CH:14][N:15]=2)[CH:5]=[CH:6][C:7]=1[F:8], predict the reactants needed to synthesize it. The reactants are: [Cl:1][C:2]1[CH:3]=[C:4]([NH:9][C:10]2[C:11]3[CH2:18][C:17](=[O:19])[N:16]([CH3:20])[C:12]=3[N:13]=[CH:14][N:15]=2)[CH:5]=[CH:6][C:7]=1[F:8].[CH3:21][C:22]1[C:26]([CH2:27][CH2:28][CH2:29][N:30]2[CH2:35][CH2:34][O:33][CH2:32][CH2:31]2)=[C:25]([CH3:36])[NH:24][C:23]=1[CH:37]=O. (2) Given the product [Br:29][C:26]1[CH:25]=[CH:24][C:23]([C:15]([C:16]2[CH:21]=[CH:20][C:19]([Br:22])=[CH:18][CH:17]=2)=[C:14]([O:30][CH2:31][CH3:32])[CH2:13][S:12][C:9]2[CH:10]=[CH:11][C:6]([O:5][CH2:4][C:3]([OH:34])=[O:2])=[C:7]([CH3:33])[CH:8]=2)=[CH:28][CH:27]=1, predict the reactants needed to synthesize it. The reactants are: C[O:2][C:3](=[O:34])[CH2:4][O:5][C:6]1[CH:11]=[CH:10][C:9]([S:12][CH2:13][C:14]([O:30][CH2:31][CH3:32])=[C:15]([C:23]2[CH:28]=[CH:27][C:26]([Br:29])=[CH:25][CH:24]=2)[C:16]2[CH:21]=[CH:20][C:19]([Br:22])=[CH:18][CH:17]=2)=[CH:8][C:7]=1[CH3:33].[OH-].[Na+].Cl. (3) Given the product [C:36]([C:2]1[CH:3]=[C:4]([CH2:19][N:20]2[C:24]([CH3:25])=[CH:23][C:22]([NH:26][C:27]([CH:29]3[CH2:34][CH2:33][O:32][CH2:31][CH2:30]3)=[O:28])=[N:21]2)[C:5]2[O:9][C:8]([CH:10]([CH3:15])[CH3:11])=[CH:7][C:6]=2[CH:18]=1)#[N:35], predict the reactants needed to synthesize it. The reactants are: Cl[C:2]1[CH:3]=[C:4]([CH2:19][N:20]2[C:24]([CH3:25])=[CH:23][C:22]([NH:26][C:27]([CH:29]3[CH2:34][CH2:33][O:32][CH2:31][CH2:30]3)=[O:28])=[N:21]2)[C:5]2[O:9][C:8]([C:10]3[CH:15]=CC(C#N)=C[CH:11]=3)=[CH:7][C:6]=2[CH:18]=1.[NH2:35][C:36]1C=C(C)N(CC2C3OC(C(C)C)=CC=3C=C(C#N)C=2)N=1. (4) Given the product [N:18]1([C:15]2[CH:16]=[CH:17][C:12]([NH:11][C:9]([C:7]3[N:8]=[C:3]([CH2:2][N:43]([CH3:42])[CH2:44][CH2:45][O:46][CH2:47][CH2:48][O:49][CH2:50][CH2:51][O:52][CH2:53][CH2:54][C:55]([O:57][C:58]([CH3:60])([CH3:59])[CH3:61])=[O:56])[CH:4]=[CH:5][CH:6]=3)=[O:10])=[C:13]([C:24](=[O:41])[NH:25][C:26]3[CH:30]=[CH:29][N:28]([C:31]4[CH:36]=[CH:35][CH:34]=[C:33]([C:37]([F:40])([F:39])[F:38])[CH:32]=4)[N:27]=3)[CH:14]=2)[CH2:19][CH2:20][CH2:21][CH2:22][CH2:23]1, predict the reactants needed to synthesize it. The reactants are: Cl[CH2:2][C:3]1[N:8]=[C:7]([C:9]([NH:11][C:12]2[CH:17]=[CH:16][C:15]([N:18]3[CH2:23][CH2:22][CH2:21][CH2:20][CH2:19]3)=[CH:14][C:13]=2[C:24](=[O:41])[NH:25][C:26]2[CH:30]=[CH:29][N:28]([C:31]3[CH:36]=[CH:35][CH:34]=[C:33]([C:37]([F:40])([F:39])[F:38])[CH:32]=3)[N:27]=2)=[O:10])[CH:6]=[CH:5][CH:4]=1.[CH3:42][NH:43][CH2:44][CH2:45][O:46][CH2:47][CH2:48][O:49][CH2:50][CH2:51][O:52][CH2:53][CH2:54][C:55]([O:57][C:58]([CH3:61])([CH3:60])[CH3:59])=[O:56].[I-].[K+].C(=O)([O-])[O-].[K+].[K+]. (5) Given the product [Cl:1][C:2]1[CH:10]=[C:9]2[C:5]([C:6]([C:20]#[N:21])=[C:7]([C:12]3[CH:13]=[N:14][CH:15]=[C:16]([CH2:18][N:26]4[CH2:27][CH2:28][N:23]([CH3:22])[C:24](=[O:29])[CH2:25]4)[CH:17]=3)[N:8]2[CH3:11])=[CH:4][CH:3]=1, predict the reactants needed to synthesize it. The reactants are: [Cl:1][C:2]1[CH:10]=[C:9]2[C:5]([C:6]([C:20]#[N:21])=[C:7]([C:12]3[CH:13]=[N:14][CH:15]=[C:16]([CH:18]=O)[CH:17]=3)[N:8]2[CH3:11])=[CH:4][CH:3]=1.[CH3:22][N:23]1[CH2:28][CH2:27][NH:26][CH2:25][C:24]1=[O:29].